Dataset: Full USPTO retrosynthesis dataset with 1.9M reactions from patents (1976-2016). Task: Predict the reactants needed to synthesize the given product. (1) Given the product [CH3:1][C:2]1[CH:3]=[C:4]([NH:9][C:10]2[N:15]=[C:14]([N:16]3[CH:20]=[CH:19][C:18]([C:21]([F:23])([F:24])[F:22])=[N:17]3)[C:13]([C:25]3[CH:26]=[C:27]([C:33]([NH:42][S:39]([CH2:36][CH2:37][CH3:38])(=[O:41])=[O:40])=[O:35])[C:28]([O:31][CH3:32])=[N:29][CH:30]=3)=[CH:12][N:11]=2)[CH:5]=[C:6]([CH3:8])[CH:7]=1, predict the reactants needed to synthesize it. The reactants are: [CH3:1][C:2]1[CH:3]=[C:4]([NH:9][C:10]2[N:15]=[C:14]([N:16]3[CH:20]=[CH:19][C:18]([C:21]([F:24])([F:23])[F:22])=[N:17]3)[C:13]([C:25]3[CH:26]=[C:27]([C:33]([OH:35])=O)[C:28]([O:31][CH3:32])=[N:29][CH:30]=3)=[CH:12][N:11]=2)[CH:5]=[C:6]([CH3:8])[CH:7]=1.[CH2:36]([S:39]([NH2:42])(=[O:41])=[O:40])[CH2:37][CH3:38].C(N(CC)CC)C.[I-].ClC1C=CC=C[N+]=1C. (2) Given the product [Br:1][C:2]1[CH:7]=[C:6]([Cl:8])[CH:5]=[C:4]([O:12][CH3:11])[C:3]=1[Cl:10], predict the reactants needed to synthesize it. The reactants are: [Br:1][C:2]1[CH:7]=[C:6]([Cl:8])[CH:5]=[C:4](F)[C:3]=1[Cl:10].[CH3:11][O-:12].[Na+]. (3) Given the product [NH:8]([C:25]([O:27][C:28]([CH3:31])([CH3:30])[CH3:29])=[O:26])[C@H:9]([C:22]([NH:59][C@H:60]([C:68]([O:70][CH3:71])=[O:69])[CH2:61][CH2:62][CH2:63][NH:64][C:65](=[NH:66])[NH2:67])=[O:23])[CH2:10][C:11]1[CH:12]=[CH:13][C:14]([O:17][C:18]([CH3:21])([CH3:19])[CH3:20])=[CH:15][CH:16]=1, predict the reactants needed to synthesize it. The reactants are: CN1CCOCC1.[NH:8]([C:25]([O:27][C:28]([CH3:31])([CH3:30])[CH3:29])=[O:26])[C@H:9]([C:22](O)=[O:23])[CH2:10][C:11]1[CH:16]=[CH:15][C:14]([O:17][C:18]([CH3:21])([CH3:20])[CH3:19])=[CH:13][CH:12]=1.F[P-](F)(F)(F)(F)F.N1(O[P+](N(C)C)(N(C)C)N(C)C)C2C=CC=CC=2N=N1.[NH2:59][C@H:60]([C:68]([O:70][CH3:71])=[O:69])[CH2:61][CH2:62][CH2:63][NH:64][C:65](=[NH:67])[NH2:66].